Dataset: CYP1A2 inhibition data for predicting drug metabolism from PubChem BioAssay. Task: Regression/Classification. Given a drug SMILES string, predict its absorption, distribution, metabolism, or excretion properties. Task type varies by dataset: regression for continuous measurements (e.g., permeability, clearance, half-life) or binary classification for categorical outcomes (e.g., BBB penetration, CYP inhibition). Dataset: cyp1a2_veith. (1) The compound is COC(=O)[C@@]1(Cc2ccc(F)cc2)[C@H]2[C@H](CC(=O)C(=O)N(C)C)C(=O)C[C@H]2CN1C(=O)c1ccccc1. The result is 0 (non-inhibitor). (2) The drug is CN(C)CCN(Cc1cccs1)c1ccccn1. The result is 0 (non-inhibitor). (3) The molecule is Nc1nc(-c2ccccc2)c(-c2ccccc2)c(-c2nc(N)nc(-c3ccccc3)c2-c2ccccc2)n1. The result is 0 (non-inhibitor). (4) The molecule is C[C@H](CO)NC(=O)[C@@H]1C[C@H]1[C@@H](NP(=O)(c1ccccc1)c1ccccc1)c1ccccc1. The result is 0 (non-inhibitor). (5) The molecule is Cc1nc2ccccn2c1/C(O)=C1\C(=O)C(=O)N(CCN2CCOCC2)C1c1cccnc1. The result is 0 (non-inhibitor). (6) The drug is COc1ccc(/C=N/NC(N)=S)cc1OC(=O)c1cccc2ccccc12. The result is 1 (inhibitor). (7) The compound is CCCNC(=O)OC[C@H]1O[C@@H](CCO/N=C2/C[C@@H](O)[C@@H](O)[C@@H]3[C@@H]4C(=O)N(CC)C(=O)[C@H]4CC[C@@H]23)C=C[C@@H]1Oc1ccc(OC)cc1. The result is 0 (non-inhibitor).